The task is: Predict which catalyst facilitates the given reaction.. This data is from Catalyst prediction with 721,799 reactions and 888 catalyst types from USPTO. (1) Reactant: F[C:2]1[CH:7]=[CH:6][C:5]([N+:8]([O-:10])=[O:9])=[CH:4][C:3]=1[C:11]([F:14])([F:13])[F:12].C([O-])([O-])=O.[K+].[K+].[CH2:21]([O:28][CH2:29][CH2:30][OH:31])[C:22]1[CH:27]=[CH:26][CH:25]=[CH:24][CH:23]=1.CC(=O)OCC. Product: [CH2:21]([O:28][CH2:29][CH2:30][O:31][C:2]1[CH:7]=[CH:6][C:5]([N+:8]([O-:10])=[O:9])=[CH:4][C:3]=1[C:11]([F:14])([F:13])[F:12])[C:22]1[CH:27]=[CH:26][CH:25]=[CH:24][CH:23]=1. The catalyst class is: 3. (2) Reactant: [C:1]([CH2:4][CH2:5][C:6]1[C:7]([CH3:13])=[C:8]([CH:11]=O)[NH:9][CH:10]=1)([OH:3])=[O:2].[Cl:14][C:15]1[CH:16]=[C:17]2[C:21](=[CH:22][CH:23]=1)[NH:20][C:19](=[O:24])[CH2:18]2.N1CCCCC1. Product: [Cl:14][C:15]1[CH:16]=[C:17]2[C:21](=[CH:22][CH:23]=1)[NH:20][C:19](=[O:24])[C:18]2=[CH:11][C:8]1[NH:9][CH:10]=[C:6]([CH2:5][CH2:4][C:1]([OH:3])=[O:2])[C:7]=1[CH3:13]. The catalyst class is: 8. (3) Reactant: [Cl:1][C:2]1[CH:29]=[CH:28][C:5]2[N:6]3[C:10]([CH2:11][NH:12][CH2:13][C:4]=2[CH:3]=1)=[N:9][N:8]=[C:7]3[C@H:14]1[CH2:19][CH2:18][C@H:17]([O:20][C:21]2[CH:26]=[CH:25][C:24]([F:27])=[CH:23][N:22]=2)[CH2:16][CH2:15]1.C(=O)([O-])[O-].[K+].[K+].Br[CH2:37][CH2:38][F:39]. Product: [Cl:1][C:2]1[CH:29]=[CH:28][C:5]2[N:6]3[C:10]([CH2:11][N:12]([CH2:37][CH2:38][F:39])[CH2:13][C:4]=2[CH:3]=1)=[N:9][N:8]=[C:7]3[C@H:14]1[CH2:19][CH2:18][C@H:17]([O:20][C:21]2[CH:26]=[CH:25][C:24]([F:27])=[CH:23][N:22]=2)[CH2:16][CH2:15]1. The catalyst class is: 10. (4) Reactant: C([CH:3]([CH2:21][CH2:22][CH2:23]C)[CH2:4]/[C:5](/C([O-])=O)=[C:6](\[CH2:10][CH:11]([CH2:16][CH3:17])[CH2:12][CH2:13][CH2:14][CH3:15])/[C:7]([O-:9])=[O:8])C.S(OS([O-])=O)([O-])=O.[Na+:32].[Na+].S([O-])([O-])=O.[S:38]([CH:42](CC([O-])=O)[C:43]([O-:45])=[O:44])([OH:41])(=[O:40])=[O:39].[CH2:50](O)[CH3:51]. Product: [CH2:50]([CH:4]([CH2:3][CH2:21][CH2:22][CH3:23])[CH2:5][C:6]([CH2:10][CH:11]([CH2:16][CH3:17])[CH2:12][CH2:13][CH2:14][CH3:15])([C:7]([O-:9])=[O:8])[CH:42]([S:38]([OH:41])(=[O:40])=[O:39])[C:43]([O-:45])=[O:44])[CH3:51].[Na+:32].[Na+:32]. The catalyst class is: 6. (5) Reactant: [CH2:1]([C:4]1([C:10]([O:12][CH3:13])=[O:11])[CH2:9][CH2:8][NH:7][CH2:6][CH2:5]1)[CH:2]=[CH2:3].[CH2:14]([O:21][C:22](ON1C(=O)CCC1=O)=[O:23])[C:15]1[CH:20]=[CH:19][CH:18]=[CH:17][CH:16]=1.C(N(CC)C(C)C)(C)C. Product: [CH2:1]([C:4]1([C:10]([O:12][CH3:13])=[O:11])[CH2:9][CH2:8][N:7]([C:22]([O:21][CH2:14][C:15]2[CH:20]=[CH:19][CH:18]=[CH:17][CH:16]=2)=[O:23])[CH2:6][CH2:5]1)[CH:2]=[CH2:3]. The catalyst class is: 23. (6) Reactant: [F:1][C:2]1[C:7]([C:8]2[CH:9]=[C:10]([CH:23]=[O:24])[S:11][C:12]=2[S:13]([C:16]2[CH:17]=[N:18][C:19]([CH3:22])=[CH:20][CH:21]=2)(=[O:15])=[O:14])=[CH:6][CH:5]=[CH:4][N:3]=1.S([O-])([O-])(=O)=O.[Mg+2].[C:41]([O:40][BH-]([O:40][C:41](=[O:43])[CH3:42])[O:40][C:41](=[O:43])[CH3:42])(=[O:43])[CH3:42].[Na+].C(=O)([O-])[OH:46].[Na+].Cl.[CH3:51][NH2:52]. Product: [C:41]([OH:40])(=[O:43])/[CH:42]=[CH:10]/[C:23]([OH:24])=[O:46].[F:1][C:2]1[C:7]([C:8]2[CH:9]=[C:10]([CH2:23][NH:52][CH3:51])[S:11][C:12]=2[S:13]([C:16]2[CH:17]=[N:18][C:19]([CH3:22])=[CH:20][CH:21]=2)(=[O:15])=[O:14])=[CH:6][CH:5]=[CH:4][N:3]=1. The catalyst class is: 5. (7) The catalyst class is: 12. Reactant: C[O:2][C:3](=[O:25])[CH2:4][C:5]1[CH:9]=[CH:8][S:7][C:6]=1[C:10]1[S:14][C:13]([C:15]2[S:16][CH:17]=[CH:18][C:19]=2[CH2:20][C:21]([O:23]C)=[O:22])=[CH:12][CH:11]=1.[OH-].[Na+].Cl. Product: [C:21]([CH2:20][C:19]1[CH:18]=[CH:17][S:16][C:15]=1[C:13]1[S:14][C:10]([C:6]2[S:7][CH:8]=[CH:9][C:5]=2[CH2:4][C:3]([OH:25])=[O:2])=[CH:11][CH:12]=1)([OH:23])=[O:22]. (8) Reactant: [C:1]([O:5][C:6]([N:8]1[CH2:13][CH2:12][C:11](=O)[CH2:10][CH2:9]1)=[O:7])([CH3:4])([CH3:3])[CH3:2].[CH2:15]([CH2:22][NH2:23])[C:16]1[CH:21]=[CH:20][CH:19]=[CH:18][CH:17]=1.C(O[BH-](OC(=O)C)OC(=O)C)(=O)C.[Na+].[OH-].[Na+]. Product: [CH2:15]([CH2:22][NH:23][CH:11]1[CH2:12][CH2:13][N:8]([C:6]([O:5][C:1]([CH3:4])([CH3:3])[CH3:2])=[O:7])[CH2:9][CH2:10]1)[C:16]1[CH:21]=[CH:20][CH:19]=[CH:18][CH:17]=1. The catalyst class is: 411.